From a dataset of Forward reaction prediction with 1.9M reactions from USPTO patents (1976-2016). Predict the product of the given reaction. (1) The product is: [NH:8]1[CH2:12][CH2:11][C@@H:10]([C:13]2[CH:14]=[C:15]([NH:19][S:20]([C:23]3[CH:28]=[CH:27][CH:26]=[C:25]([O:29][C:30]([F:33])([F:31])[F:32])[CH:24]=3)(=[O:22])=[O:21])[CH:16]=[CH:17][CH:18]=2)[CH2:9]1. Given the reactants C([N:8]1[CH2:12][CH2:11][C@@H:10]([C:13]2[CH:14]=[C:15]([NH:19][S:20]([C:23]3[CH:28]=[CH:27][CH:26]=[C:25]([O:29][C:30]([F:33])([F:32])[F:31])[CH:24]=3)(=[O:22])=[O:21])[CH:16]=[CH:17][CH:18]=2)[CH2:9]1)C1C=CC=CC=1, predict the reaction product. (2) Given the reactants OCCC(N1C2C(=CC=CC=2)CCC1CN1CCN(C2C=CC=CC=2OCC(F)(F)F)CC1)=O.C([O:42][CH2:43][CH2:44][C:45]([N:47]1[C:56]2[C:51](=[CH:52][CH:53]=[CH:54][CH:55]=2)[CH2:50][CH2:49][CH:48]1[CH2:57][N:58]1[CH2:63][CH2:62][N:61]([C:64]2[CH:72]=[CH:71][CH:70]=[C:69]3[C:65]=2[CH:66]=[CH:67][NH:68]3)[CH2:60][CH2:59]1)=[O:46])C1C=CC=CC=1, predict the reaction product. The product is: [OH:42][CH2:43][CH2:44][C:45]([N:47]1[C:56]2[C:51](=[CH:52][CH:53]=[CH:54][CH:55]=2)[CH2:50][CH2:49][CH:48]1[CH2:57][N:58]1[CH2:59][CH2:60][N:61]([C:64]2[CH:72]=[CH:71][CH:70]=[C:69]3[C:65]=2[CH:66]=[CH:67][NH:68]3)[CH2:62][CH2:63]1)=[O:46]. (3) Given the reactants [N+:1]([C:4]1[CH:5]=[C:6]([CH:10]=[C:11]([C:13]([F:16])([F:15])[F:14])[CH:12]=1)[C:7]([OH:9])=O)([O-:3])=[O:2].ON1C2N=CC=CC=2N=N1.C1(N=C=NC2CCCCC2)CCCCC1.[NH:42]1[CH2:47][CH2:46][O:45][CH2:44][CH2:43]1, predict the reaction product. The product is: [N:42]1([C:7]([C:6]2[CH:10]=[C:11]([C:13]([F:16])([F:15])[F:14])[CH:12]=[C:4]([N+:1]([O-:3])=[O:2])[CH:5]=2)=[O:9])[CH2:47][CH2:46][O:45][CH2:44][CH2:43]1. (4) Given the reactants [CH3:1]C(C)([O-])C.[K+].[N+:7]([C:10]1[CH:19]=[CH:18][CH:17]=[C:16]2[C:11]=1[CH:12]=[CH:13][N:14]=[CH:15]2)([O-:9])=[O:8].ClCC(OCC)=O.C(=O)([O-])[O-].[K+].[K+], predict the reaction product. The product is: [CH3:1][C:19]1[C:10]([N+:7]([O-:9])=[O:8])=[C:11]2[C:16](=[CH:17][CH:18]=1)[CH:15]=[N:14][CH:13]=[CH:12]2. (5) Given the reactants [OH:1][CH2:2][CH2:3][O:4][C:5]1[N:10]=[C:9]([C:11]2[CH:16]=[CH:15][N:14]=[CH:13][CH:12]=2)[N:8]=[C:7]([NH:17][S:18](=[O:30])(=[O:29])[NH:19][C:20]2[CH:25]=[CH:24][C:23]([CH:26]([CH3:28])[CH3:27])=[CH:22][CH:21]=2)[C:6]=1[O:31][C:32]1[CH:37]=[CH:36][CH:35]=[CH:34][C:33]=1[O:38][CH3:39].[H-].[Na+].[F:42][C:43]([F:52])([F:51])[C:44]1[CH:45]=[CH:46][C:47](Cl)=[N:48][CH:49]=1, predict the reaction product. The product is: [F:42][C:43]([F:52])([F:51])[C:44]1[CH:45]=[CH:46][C:47]([O:1][CH2:2][CH2:3][O:4][C:5]2[N:10]=[C:9]([C:11]3[CH:16]=[CH:15][N:14]=[CH:13][CH:12]=3)[N:8]=[C:7]([NH:17][S:18](=[O:30])(=[O:29])[NH:19][C:20]3[CH:21]=[CH:22][C:23]([CH:26]([CH3:28])[CH3:27])=[CH:24][CH:25]=3)[C:6]=2[O:31][C:32]2[CH:37]=[CH:36][CH:35]=[CH:34][C:33]=2[O:38][CH3:39])=[N:48][CH:49]=1. (6) Given the reactants [F:1][C:2]1[CH:14]=[CH:13][C:5]([C:6]([NH:8][CH2:9][C:10]([OH:12])=O)=[O:7])=[CH:4][CH:3]=1.[C:15]1([CH:21]([NH2:32])[C:22]2[CH:27]=[CH:26][CH:25]=[C:24]([C:28]([F:31])([F:30])[F:29])[CH:23]=2)[CH:20]=[CH:19][CH:18]=[CH:17][CH:16]=1, predict the reaction product. The product is: [F:1][C:2]1[CH:3]=[CH:4][C:5]([C:6]([NH:8][CH2:9][C:10](=[O:12])[NH:32][CH:21]([C:15]2[CH:16]=[CH:17][CH:18]=[CH:19][CH:20]=2)[C:22]2[CH:27]=[CH:26][CH:25]=[C:24]([C:28]([F:29])([F:30])[F:31])[CH:23]=2)=[O:7])=[CH:13][CH:14]=1. (7) Given the reactants [C:1]([C:3]([CH3:30])([CH3:29])[C@H:4]([NH:6][C:7]([C:9]1[C:17]2[C:12](=[N:13][CH:14]=[C:15]([CH:18]3[CH2:20][CH2:19]3)[N:16]=2)[N:11](COCC[Si](C)(C)C)[CH:10]=1)=[O:8])[CH3:5])#[N:2].C(C(C)(C)[C@@H](NC(C1C2C(=NC=C(C3CC3)N=2)N(COCC[Si](C)(C)C)C=1)=O)C)#N, predict the reaction product. The product is: [C:1]([C:3]([CH3:29])([CH3:30])[C@H:4]([NH:6][C:7]([C:9]1[C:17]2[C:12](=[N:13][CH:14]=[C:15]([CH:18]3[CH2:19][CH2:20]3)[N:16]=2)[NH:11][CH:10]=1)=[O:8])[CH3:5])#[N:2].